Dataset: Full USPTO retrosynthesis dataset with 1.9M reactions from patents (1976-2016). Task: Predict the reactants needed to synthesize the given product. Given the product [C:27]([OH:34])(=[O:33])/[CH:28]=[CH:29]/[C:30]([OH:32])=[O:31].[N:1]12[CH2:8][CH2:7][CH:4]([CH2:5][CH2:6]1)[CH:3]([O:9][C:10]1[CH:11]=[CH:12][C:13]([C:16]3[CH:21]=[CH:20][C:19]([NH:22][S:23]([CH3:26])(=[O:24])=[O:25])=[CH:18][CH:17]=3)=[CH:14][CH:15]=1)[CH2:2]2, predict the reactants needed to synthesize it. The reactants are: [N:1]12[CH2:8][CH2:7][CH:4]([CH2:5][CH2:6]1)[CH:3]([O:9][C:10]1[CH:15]=[CH:14][C:13]([C:16]3[CH:21]=[CH:20][C:19]([NH:22][S:23]([CH3:26])(=[O:25])=[O:24])=[CH:18][CH:17]=3)=[CH:12][CH:11]=1)[CH2:2]2.[C:27]([OH:34])(=[O:33])/[CH:28]=[CH:29]/[C:30]([OH:32])=[O:31].